Dataset: Catalyst prediction with 721,799 reactions and 888 catalyst types from USPTO. Task: Predict which catalyst facilitates the given reaction. (1) Reactant: CO[C:3](=[C:6]([C:9]#[N:10])[C:7]#[N:8])[CH2:4][CH3:5].O.[NH2:12][NH2:13]. Product: [NH2:8][C:7]1[NH:13][N:12]=[C:3]([CH2:4][CH3:5])[C:6]=1[C:9]#[N:10]. The catalyst class is: 14. (2) Reactant: [CH3:1][S:2]([C:5]1[CH:25]=[CH:24][C:8]([CH2:9][NH:10][C:11]([C:13]2[CH:18]=[C:17](I)[C:16]([Cl:20])=[C:15]([O:21][CH2:22][CH3:23])[N:14]=2)=[O:12])=[CH:7][CH:6]=1)(=[O:4])=[O:3].C(OC(C)(C)C)(=O)C=C.C(N(CC)CC)C. Product: [Cl:20][C:16]1[CH:17]=[CH:18][C:13]([C:11]([NH:10][CH2:9][C:8]2[CH:7]=[CH:6][C:5]([S:2]([CH3:1])(=[O:4])=[O:3])=[CH:25][CH:24]=2)=[O:12])=[N:14][C:15]=1[O:21][CH2:22][CH3:23]. The catalyst class is: 613. (3) Reactant: [Br:1][C:2]1[CH:3]=[C:4]([C:9]2[O:10][C:11]3[CH:17]=[CH:16][CH:15]=[C:14]([F:18])[C:12]=3[N:13]=2)[C:5]([NH2:8])=[N:6][CH:7]=1.[C:19](=[O:30])([O:25][C:26]([CH3:29])([CH3:28])[CH3:27])OC(C)(C)C. Product: [Br:1][C:2]1[CH:3]=[C:4]([C:9]2[O:10][C:11]3[CH:17]=[CH:16][CH:15]=[C:14]([F:18])[C:12]=3[N:13]=2)[C:5]([N:8]([C:19]([O:25][C:26]([CH3:27])([CH3:28])[CH3:29])=[O:30])[C:19](=[O:30])[O:25][C:26]([CH3:29])([CH3:28])[CH3:27])=[N:6][CH:7]=1. The catalyst class is: 456. (4) Reactant: [Cl:1][C:2]1[CH:7]=[N:6][NH:5][C:4](=[O:8])[C:3]=1[C:9]1[CH:14]=[CH:13][CH:12]=[CH:11][CH:10]=1.[H-].[Na+].Br[CH2:18][C:19]([N:21]([C:24]1[CH:34]=[CH:33][C:27]2[O:28][C:29]([F:32])([F:31])[O:30][C:26]=2[CH:25]=1)[CH2:22][CH3:23])=[O:20]. Product: [Cl:1][C:2]1[CH:7]=[N:6][N:5]([CH2:18][C:19]([N:21]([C:24]2[CH:34]=[CH:33][C:27]3[O:28][C:29]([F:31])([F:32])[O:30][C:26]=3[CH:25]=2)[CH2:22][CH3:23])=[O:20])[C:4](=[O:8])[C:3]=1[C:9]1[CH:14]=[CH:13][CH:12]=[CH:11][CH:10]=1. The catalyst class is: 598. (5) Reactant: [C:1](OC(=O)C)(=[O:3])[CH3:2].[C:8]([C:12]1[CH:17]=[CH:16][C:15](/[C:18](/[C:22]2[CH:27]=[CH:26][C:25]([Cl:28])=[C:24]([O:29][CH3:30])[N:23]=2)=[CH:19]\[CH2:20][NH2:21])=[CH:14][CH:13]=1)([CH3:11])([CH3:10])[CH3:9].Cl. Product: [C:8]([C:12]1[CH:17]=[CH:16][C:15](/[C:18](/[C:22]2[CH:27]=[CH:26][C:25]([Cl:28])=[C:24]([O:29][CH3:30])[N:23]=2)=[CH:19]\[CH2:20][NH:21][C:1](=[O:3])[CH3:2])=[CH:14][CH:13]=1)([CH3:11])([CH3:9])[CH3:10]. The catalyst class is: 17.